This data is from Reaction yield outcomes from USPTO patents with 853,638 reactions. The task is: Predict the reaction yield, written as a fraction of the theoretical maximum amount of product (1.0 means a 100% yield; for example, 0.34 means a 34% yield). (1) The reactants are [F:1][C:2]1[C:3]([C:9]2[N:13]([CH:14]3[CH2:19][CH2:18][O:17][CH2:16][CH2:15]3)[C:12]([CH3:20])=[N:11][CH:10]=2)=[N:4][C:5]([NH2:8])=[N:6][CH:7]=1.Cl[C:22]1[C:34]([F:35])=[CH:33][C:25]([CH2:26][N:27]2[CH2:32][CH2:31][O:30][CH2:29][CH2:28]2)=[C:24]([F:36])[CH:23]=1.CC(C)([O-])C.[K+].C1(P(C2CCCCC2)C2C=CC=CC=2C2C(C(C)C)=CC(C(C)C)=CC=2C(C)C)CCCCC1. The catalyst is O1CCOCC1.C1C=CC(/C=C/C(/C=C/C2C=CC=CC=2)=O)=CC=1.C1C=CC(/C=C/C(/C=C/C2C=CC=CC=2)=O)=CC=1.C1C=CC(/C=C/C(/C=C/C2C=CC=CC=2)=O)=CC=1.[Pd].[Pd]. The product is [F:35][C:34]1[CH:33]=[C:25]([CH2:26][N:27]2[CH2:28][CH2:29][O:30][CH2:31][CH2:32]2)[C:24]([F:36])=[CH:23][C:22]=1[NH:8][C:5]1[N:4]=[C:3]([C:9]2[N:13]([CH:14]3[CH2:19][CH2:18][O:17][CH2:16][CH2:15]3)[C:12]([CH3:20])=[N:11][CH:10]=2)[C:2]([F:1])=[CH:7][N:6]=1. The yield is 0.150. (2) The reactants are [OH:1][C:2]1[C:3]([C:18](=O)[CH3:19])=[N:4][N:5]([CH3:17])[C:6]=1[C:7]1[CH:12]=[CH:11][C:10]([C:13]([F:16])([F:15])[F:14])=[CH:9][CH:8]=1.[CH3:21][O:22][CH2:23][CH2:24][NH:25][C:26]([C:28]1[S:29][C:30]([C:33]([NH:35][NH2:36])=[O:34])=[CH:31][CH:32]=1)=[O:27].Cl.O. The yield is 0.660. The catalyst is CN(C)C=O. The product is [CH3:21][O:22][CH2:23][CH2:24][NH:25][C:26]([C:28]1[S:29][C:30]([C:33]([NH:35][N:36]=[C:18]([C:3]2[C:2]([OH:1])=[C:6]([C:7]3[CH:12]=[CH:11][C:10]([C:13]([F:16])([F:15])[F:14])=[CH:9][CH:8]=3)[N:5]([CH3:17])[N:4]=2)[CH3:19])=[O:34])=[CH:31][CH:32]=1)=[O:27].